This data is from Full USPTO retrosynthesis dataset with 1.9M reactions from patents (1976-2016). The task is: Predict the reactants needed to synthesize the given product. (1) The reactants are: O.[C:2]1([CH3:12])[CH:7]=[CH:6][C:5]([S:8]([OH:11])(=[O:10])=[O:9])=[CH:4][CH:3]=1.[C:13]([C@H:16]1[O:21][CH2:20][C@H:19]([NH:22][C:23]([C@@H:25]2[NH:39][C:38]3([CH2:44][CH2:43][C:42]([CH3:46])([CH3:45])[CH2:41][CH2:40]3)[C@:27]3([C:35]4[C:30](=[CH:31][C:32]([Cl:36])=[CH:33][CH:34]=4)[NH:29][C:28]3=[O:37])[C@H:26]2[C:47]2[CH:52]=[CH:51][N:50]=[C:49]([Cl:53])[C:48]=2[F:54])=[O:24])[CH2:18][CH2:17]1)(=[O:15])[NH2:14]. Given the product [OH2:9].[C:2]1([CH3:12])[CH:3]=[CH:4][C:5]([S:8]([OH:11])(=[O:9])=[O:10])=[CH:6][CH:7]=1.[C:13]([C@H:16]1[O:21][CH2:20][C@H:19]([NH:22][C:23]([C@@H:25]2[NH:39][C:38]3([CH2:40][CH2:41][C:42]([CH3:46])([CH3:45])[CH2:43][CH2:44]3)[C@:27]3([C:35]4[C:30](=[CH:31][C:32]([Cl:36])=[CH:33][CH:34]=4)[NH:29][C:28]3=[O:37])[C@H:26]2[C:47]2[CH:52]=[CH:51][N:50]=[C:49]([Cl:53])[C:48]=2[F:54])=[O:24])[CH2:18][CH2:17]1)(=[O:15])[NH2:14], predict the reactants needed to synthesize it. (2) Given the product [NH2:2][CH2:1][C:3]1[CH:17]=[CH:16][C:6]2[C:7]([C:10]3[CH:15]=[CH:14][CH:13]=[CH:12][CH:11]=3)=[CH:8][S:9][C:5]=2[CH:4]=1, predict the reactants needed to synthesize it. The reactants are: [C:1]([C:3]1[CH:17]=[CH:16][C:6]2[C:7]([C:10]3[CH:15]=[CH:14][CH:13]=[CH:12][CH:11]=3)=[CH:8][S:9][C:5]=2[CH:4]=1)#[N:2].[H-].[Al+3].[Li+].[H-].[H-].[H-].O.[OH-].[Na+]. (3) Given the product [N:10]1[CH:11]=[CH:12][N:13]2[CH:18]=[CH:17][C:16]([CH2:19][NH:20][C:21](=[O:34])[C:22]3[CH:23]=[CH:24][C:25]([CH:28]4[CH2:33][CH2:32][N:31]([C:7]([N:1]5[CH2:6][CH2:5][CH2:4][CH2:3][CH2:2]5)=[O:8])[CH2:30][CH2:29]4)=[CH:26][CH:27]=3)=[CH:15][C:14]=12, predict the reactants needed to synthesize it. The reactants are: [N:1]1([C:7](Cl)=[O:8])[CH2:6][CH2:5][CH2:4][CH2:3][CH2:2]1.[N:10]1[CH:11]=[CH:12][N:13]2[CH:18]=[CH:17][C:16]([CH2:19][NH:20][C:21](=[O:34])[C:22]3[CH:27]=[CH:26][C:25]([CH:28]4[CH2:33][CH2:32][NH:31][CH2:30][CH2:29]4)=[CH:24][CH:23]=3)=[CH:15][C:14]=12.C(N(CC)CC)C.